Dataset: Forward reaction prediction with 1.9M reactions from USPTO patents (1976-2016). Task: Predict the product of the given reaction. Given the reactants [OH:1][C:2]1[C:12]([CH:13]([CH3:15])[CH3:14])=[CH:11][C:10]([CH:16]([CH3:18])[CH3:17])=[CH:9][C:3]=1[C:4]([O:6][CH2:7][CH3:8])=[O:5].[H-].[Na+].I[CH2:22][CH2:23][CH2:24][CH2:25][CH2:26][CH3:27], predict the reaction product. The product is: [CH2:22]([O:1][C:2]1[C:12]([CH:13]([CH3:15])[CH3:14])=[CH:11][C:10]([CH:16]([CH3:17])[CH3:18])=[CH:9][C:3]=1[C:4]([O:6][CH2:7][CH3:8])=[O:5])[CH2:23][CH2:24][CH2:25][CH2:26][CH3:27].